From a dataset of Full USPTO retrosynthesis dataset with 1.9M reactions from patents (1976-2016). Predict the reactants needed to synthesize the given product. Given the product [CH3:17][N:18]1[C:22]([C:23]2[CH:24]=[C:25]([NH:29][C:30]3[N:32]=[CH:4][C:5]4[C:13]5[CH:12]=[CH:11][CH:10]=[CH:9][C:8]=5[CH2:7][C:6]=4[N:31]=3)[CH:26]=[CH:27][CH:28]=2)=[CH:21][N:20]=[C:19]1[CH3:33], predict the reactants needed to synthesize it. The reactants are: CN([CH:4]=[C:5]1[C:13]2[C:8](=[CH:9][CH:10]=[CH:11][CH:12]=2)[CH2:7][C:6]1=O)C.Cl.Cl.[CH3:17][N:18]1[C:22]([C:23]2[CH:24]=[C:25]([N:29]=[C:30]([NH2:32])[NH2:31])[CH:26]=[CH:27][CH:28]=2)=[CH:21][N:20]=[C:19]1[CH3:33].C[O-].[Na+].